Predict which catalyst facilitates the given reaction. From a dataset of Catalyst prediction with 721,799 reactions and 888 catalyst types from USPTO. Reactant: [CH3:1][N:2]1[C:10]([CH2:11][N:12]2[CH2:15][CH:14]([CH:16]3[CH2:21][CH2:20][O:19][CH2:18][CH2:17]3)[CH2:13]2)=[N:9][C:8]2[C:3]1=[N:4][C:5]([NH:28][C:29]1[C:30]([NH2:35])=[CH:31][CH:32]=[CH:33][CH:34]=1)=[N:6][C:7]=2[N:22]1[CH2:27][CH2:26][O:25][CH2:24][CH2:23]1.[F:36][C:37]([F:42])([CH3:41])[C:38](O)=O.CCN(C(C)C)C(C)C.CN(C(ON1N=NC2C=CC=NC1=2)=[N+](C)C)C.F[P-](F)(F)(F)(F)F. Product: [F:36][C:37]([C:41]1[N:28]([C:5]2[N:4]=[C:3]3[C:8]([N:9]=[C:10]([CH2:11][N:12]4[CH2:13][CH:14]([CH:16]5[CH2:21][CH2:20][O:19][CH2:18][CH2:17]5)[CH2:15]4)[N:2]3[CH3:1])=[C:7]([N:22]3[CH2:27][CH2:26][O:25][CH2:24][CH2:23]3)[N:6]=2)[C:29]2[CH:34]=[CH:33][CH:32]=[CH:31][C:30]=2[N:35]=1)([F:42])[CH3:38]. The catalyst class is: 3.